Dataset: Forward reaction prediction with 1.9M reactions from USPTO patents (1976-2016). Task: Predict the product of the given reaction. (1) Given the reactants [F:1][C:2]1([F:7])[CH2:4][CH:3]1[CH2:5][OH:6].[H-].[Na+].[Br:10][C:11]1[CH:16]=[CH:15][CH:14]=[C:13](F)[N:12]=1.O, predict the reaction product. The product is: [Br:10][C:11]1[CH:16]=[CH:15][CH:14]=[C:13]([O:6][CH2:5][CH:3]2[CH2:4][C:2]2([F:7])[F:1])[N:12]=1. (2) Given the reactants [H-].[Na+].[C:3]1([CH:9]([CH3:13])[CH:10]([OH:12])[CH3:11])[CH:8]=[CH:7][CH:6]=[CH:5][CH:4]=1.I[CH3:15], predict the reaction product. The product is: [CH3:15][O:12][CH:10]([CH3:11])[CH:9]([C:3]1[CH:8]=[CH:7][CH:6]=[CH:5][CH:4]=1)[CH3:13].